Dataset: Catalyst prediction with 721,799 reactions and 888 catalyst types from USPTO. Task: Predict which catalyst facilitates the given reaction. (1) Reactant: [Cl:1][C:2]1[CH:7]=[CH:6][C:5]([C:8]2[N:9]=[C:10]([C:13]([OH:15])=O)[S:11][CH:12]=2)=[CH:4][CH:3]=1.C1N=CN(C(N2C=NC=C2)=O)C=1.[F:28][C:29]1[CH:30]=[C:31]([CH:34]=[C:35]([F:37])[CH:36]=1)[CH2:32][NH2:33].C(Cl)(Cl)Cl. Product: [F:28][C:29]1[CH:30]=[C:31]([CH:34]=[C:35]([F:37])[CH:36]=1)[CH2:32][NH:33][C:13]([C:10]1[S:11][CH:12]=[C:8]([C:5]2[CH:4]=[CH:3][C:2]([Cl:1])=[CH:7][CH:6]=2)[N:9]=1)=[O:15]. The catalyst class is: 1. (2) Reactant: [H-].[Na+].CN(C=O)C.[OH:8][C:9]1[CH:10]=[C:11]([CH:17]=[C:18]([OH:21])[C:19]=1[I:20])[C:12]([O:14][CH2:15][CH3:16])=[O:13].I[CH2:23][CH3:24]. Product: [CH2:23]([O:8][C:9]1[CH:10]=[C:11]([CH:17]=[C:18]([OH:21])[C:19]=1[I:20])[C:12]([O:14][CH2:15][CH3:16])=[O:13])[CH3:24]. The catalyst class is: 6. (3) Reactant: [CH2:1]([O:8][CH2:9][C@H:10]1[CH2:15][CH2:14][C@H:13]2[C@H:16]3[C@H:26]([CH2:27][CH2:28][C@:11]12[CH3:12])[C@:24]1([CH3:25])[C@H:19]([CH2:20][C@@H:21]([O:29]COC)[CH2:22][CH2:23]1)[C@H:18]([O:33][CH3:34])[CH2:17]3)[C:2]1[CH:7]=[CH:6][CH:5]=[CH:4][CH:3]=1.Cl.C([O-])(O)=O.[Na+]. Product: [CH2:1]([O:8][CH2:9][C@H:10]1[CH2:15][CH2:14][C@H:13]2[C@H:16]3[C@H:26]([CH2:27][CH2:28][C@:11]12[CH3:12])[C@:24]1([CH3:25])[C@H:19]([CH2:20][C@@H:21]([OH:29])[CH2:22][CH2:23]1)[C@H:18]([O:33][CH3:34])[CH2:17]3)[C:2]1[CH:3]=[CH:4][CH:5]=[CH:6][CH:7]=1. The catalyst class is: 5. (4) Reactant: [C:1]([O:5][C:6]([N:8]1[CH2:13][CH:12]=[C:11]([C:14]2[CH:19]=[CH:18][CH:17]=[C:16]([C:20](=[O:23])[NH:21][CH3:22])[CH:15]=2)[CH2:10][CH2:9]1)=[O:7])([CH3:4])([CH3:3])[CH3:2]. Product: [C:1]([O:5][C:6]([N:8]1[CH2:13][CH2:12][CH:11]([C:14]2[CH:19]=[CH:18][CH:17]=[C:16]([C:20](=[O:23])[NH:21][CH3:22])[CH:15]=2)[CH2:10][CH2:9]1)=[O:7])([CH3:4])([CH3:3])[CH3:2]. The catalyst class is: 19. (5) Reactant: CCCCCC.C([Li])CCC.[O:12]1[CH2:16][CH2:15][CH:14]([CH2:17][NH:18][C:19]([C:21]2[CH:25]=[C:24]([CH2:26][O:27][CH2:28][C:29]3[CH:38]=[CH:37][C:36]4[C:31](=[CH:32][CH:33]=[CH:34][CH:35]=4)[CH:30]=3)[O:23][N:22]=2)=[O:20])[CH2:13]1.C1C=CC(S(N(S(C2C=CC=CC=2)(=O)=O)[F:49])(=O)=O)=CC=1.Cl. Product: [O:12]1[CH2:16][CH2:15][CH:14]([CH2:17][NH:18][C:19]([C:21]2[C:25]([F:49])=[C:24]([CH2:26][O:27][CH2:28][C:29]3[CH:38]=[CH:37][C:36]4[C:31](=[CH:32][CH:33]=[CH:34][CH:35]=4)[CH:30]=3)[O:23][N:22]=2)=[O:20])[CH2:13]1. The catalyst class is: 7. (6) Reactant: Br[C:2]1[CH:3]=[CH:4][C:5]([F:26])=[C:6]([C@:8]2([CH3:25])[CH2:16][C:12]3([CH2:15][CH2:14][CH2:13]3)[O:11][C:10]([NH:17][C:18](=[O:24])[O:19][C:20]([CH3:23])([CH3:22])[CH3:21])=[N:9]2)[CH:7]=1.[F:27][C:28]1[CH:38]=[CH:37][C:31](/[CH:32]=[CH:33]/B(O)O)=[CH:30][CH:29]=1.C(=O)([O-])[O-].[Cs+].[Cs+]. Product: [F:26][C:5]1[CH:4]=[CH:3][C:2](/[CH:33]=[CH:32]/[C:31]2[CH:37]=[CH:38][C:28]([F:27])=[CH:29][CH:30]=2)=[CH:7][C:6]=1[C@:8]1([CH3:25])[CH2:16][C:12]2([CH2:15][CH2:14][CH2:13]2)[O:11][C:10]([NH:17][C:18](=[O:24])[O:19][C:20]([CH3:23])([CH3:22])[CH3:21])=[N:9]1. The catalyst class is: 149.